Dataset: Reaction yield outcomes from USPTO patents with 853,638 reactions. Task: Predict the reaction yield, written as a fraction of the theoretical maximum amount of product (1.0 means a 100% yield; for example, 0.34 means a 34% yield). (1) The reactants are Br[C:2]1[CH:7]=[C:6]([F:8])[C:5]([CH3:9])=[CH:4][C:3]=1[C:10]([O:13][CH2:14][O:15][CH2:16][CH3:17])([CH3:12])[CH3:11].[B:18]1([B:18]2[O:22][C:21]([CH3:24])([CH3:23])[C:20]([CH3:26])([CH3:25])[O:19]2)[O:22][C:21]([CH3:24])([CH3:23])[C:20]([CH3:26])([CH3:25])[O:19]1.CC([O-])=O.[K+].O. The catalyst is O1CCOCC1.C1C=CC(P(C2C=CC=CC=2)[C-]2C=CC=C2)=CC=1.C1C=CC(P(C2C=CC=CC=2)[C-]2C=CC=C2)=CC=1.Cl[Pd]Cl.[Fe+2]. The product is [CH2:16]([O:15][CH2:14][O:13][C:10]([C:3]1[CH:4]=[C:5]([CH3:9])[C:6]([F:8])=[CH:7][C:2]=1[B:18]1[O:22][C:21]([CH3:24])([CH3:23])[C:20]([CH3:26])([CH3:25])[O:19]1)([CH3:12])[CH3:11])[CH3:17]. The yield is 0.880. (2) The reactants are [Cl:1][C:2]1[C:7]([CH:8]=O)=[C:6](Cl)[N:5]=[C:4]([CH3:11])[N:3]=1.[NH2:12][NH2:13]. No catalyst specified. The product is [Cl:1][C:2]1[N:3]=[C:4]([CH3:11])[N:5]=[C:6]2[NH:12][N:13]=[CH:8][C:7]=12. The yield is 0.0586. (3) The reactants are [C:1]1([C:7]2[CH:8]=[CH:9][C:10]([C:13]([OH:15])=O)=[N:11][CH:12]=2)[CH:6]=[CH:5][CH:4]=[CH:3][CH:2]=1.C1C=CC2N(O)N=NC=2C=1.CCN=C=NCCCN(C)C.C(N(CC)CC)C.[O:44]1[CH2:49][CH2:48][CH2:47][CH2:46][CH:45]1[O:50][NH2:51]. The catalyst is ClCCl. The product is [O:44]1[CH2:49][CH2:48][CH2:47][CH2:46][CH:45]1[O:50][NH:51][C:13]([C:10]1[CH:9]=[CH:8][C:7]([C:1]2[CH:2]=[CH:3][CH:4]=[CH:5][CH:6]=2)=[CH:12][N:11]=1)=[O:15]. The yield is 0.830. (4) The reactants are [F:1][C:2]1[CH:3]=[C:4]([C@H:10]2[CH2:14][CH2:13][CH2:12][N:11]2[C:15]2[CH:20]=[CH:19][N:18]3[N:21]=[CH:22][C:23]([C:24]([OH:26])=O)=[C:17]3[N:16]=2)[C:5]([O:8][CH3:9])=[N:6][CH:7]=1.CN(C(ON1N=NC2C=CC=NC1=2)=[N+](C)C)C.F[P-](F)(F)(F)(F)F.[NH2:51][CH2:52][CH:53]([OH:56])[CH2:54][OH:55].CCN(C(C)C)C(C)C. The catalyst is CN(C=O)C.CS(C)=O. The product is [OH:56][CH:53]([CH2:54][OH:55])[CH2:52][NH:51][C:24]([C:23]1[CH:22]=[N:21][N:18]2[CH:19]=[CH:20][C:15]([N:11]3[CH2:12][CH2:13][CH2:14][C@@H:10]3[C:4]3[C:5]([O:8][CH3:9])=[N:6][CH:7]=[C:2]([F:1])[CH:3]=3)=[N:16][C:17]=12)=[O:26]. The yield is 0.980. (5) The reactants are [CH3:1][O:2][C:3]([C@@H:5]([N:13]1[CH2:21][C:17]2[CH:18]=[CH:19][S:20][C:16]=2[CH2:15][CH2:14]1)[C:6]1[CH:7]=[CH:8][CH:9]=[CH:10][C:11]=1[Cl:12])=[O:4].[S:22](=[O:26])(=[O:25])([OH:24])[OH:23].CC(OC)(C)C. The catalyst is C(O)CC. The product is [CH3:1][O:2][C:3]([C@@H:5]([N:13]1[CH2:21][C:17]2[CH:18]=[CH:19][S:20][C:16]=2[CH2:15][CH2:14]1)[C:6]1[C:11]([Cl:12])=[CH:10][CH:9]=[CH:8][CH:7]=1)=[O:4].[OH:25][S:22]([OH:26])(=[O:24])=[O:23]. The yield is 0.690. (6) The reactants are CC(C)([O-])C.[Na+].[CH2:7]([N:14]1[C:18]2([CH2:22][CH2:21][NH:20][CH2:19]2)[CH2:17][CH2:16][CH2:15]1)[C:8]1[CH:13]=[CH:12][CH:11]=[CH:10][CH:9]=1.Br[C:24]1[CH:25]=[N:26][CH:27]=[CH:28][CH:29]=1. The catalyst is C1(C)C=CC=CC=1.[Pd].[Pd].C(=CC(C=CC1C=CC=CC=1)=O)C1C=CC=CC=1.C(=CC(C=CC1C=CC=CC=1)=O)C1C=CC=CC=1.C(=CC(C=CC1C=CC=CC=1)=O)C1C=CC=CC=1.C1(P(C2C=CC=CC=2)C2C=CC3C(=CC=CC=3)C=2C2C3C(=CC=CC=3)C=CC=2P(C2C=CC=CC=2)C2C=CC=CC=2)C=CC=CC=1. The product is [CH2:7]([N:14]1[C:18]2([CH2:22][CH2:21][N:20]([C:24]3[CH:25]=[N:26][CH:27]=[CH:28][CH:29]=3)[CH2:19]2)[CH2:17][CH2:16][CH2:15]1)[C:8]1[CH:9]=[CH:10][CH:11]=[CH:12][CH:13]=1. The yield is 0.847. (7) The reactants are C[Si](C)(C)CCOC[N:7]1[C:11]2=[N:12][CH:13]=[CH:14][C:15]([C:16]3[N:20]=[C:19]([C:21]4[CH:22]=[C:23]([CH:26]=[CH:27][CH:28]=4)[C:24]#[N:25])[O:18][N:17]=3)=[C:10]2[CH:9]=[CH:8]1.[C:31]([OH:37])([C:33]([F:36])([F:35])[F:34])=[O:32].CO. The catalyst is [OH-].[NH4+]. The product is [C:31]([OH:37])([C:33]([F:36])([F:35])[F:34])=[O:32].[NH:7]1[C:11]2=[N:12][CH:13]=[CH:14][C:15]([C:16]3[N:20]=[C:19]([C:21]4[CH:22]=[C:23]([CH:26]=[CH:27][CH:28]=4)[C:24]#[N:25])[O:18][N:17]=3)=[C:10]2[CH:9]=[CH:8]1. The yield is 0.00200.